From a dataset of Reaction yield outcomes from USPTO patents with 853,638 reactions. Predict the reaction yield, written as a fraction of the theoretical maximum amount of product (1.0 means a 100% yield; for example, 0.34 means a 34% yield). (1) The reactants are [Cl:1][C:2]1[CH:7]=[C:6]([C:8]([O-])=[O:9])[CH:5]=[CH:4][C:3]=1[C:11]([O:13][CH3:14])=[O:12].O.C(OCC)(=O)C. The catalyst is O1CCCC1. The product is [Cl:1][C:2]1[CH:7]=[C:6]([CH2:8][OH:9])[CH:5]=[CH:4][C:3]=1[C:11]([O:13][CH3:14])=[O:12]. The yield is 0.990. (2) The catalyst is CN(C=O)C.O. The yield is 0.850. The product is [OH:30][NH:29][C:1]([C:3]1[CH:4]=[CH:5][C:6]2[O:10][C:9]3[CH:11]=[C:12]([S:15]([NH:18][C@@H:19]([CH:24]([CH3:25])[CH3:26])[C:20]([O:22][CH3:23])=[O:21])(=[O:17])=[O:16])[CH:13]=[CH:14][C:8]=3[C:7]=2[CH:27]=1)=[NH:2]. The reactants are [C:1]([C:3]1[CH:4]=[CH:5][C:6]2[O:10][C:9]3[CH:11]=[C:12]([S:15]([NH:18][C@@H:19]([CH:24]([CH3:26])[CH3:25])[C:20]([O:22][CH3:23])=[O:21])(=[O:17])=[O:16])[CH:13]=[CH:14][C:8]=3[C:7]=2[CH:27]=1)#[N:2].Cl.[NH2:29][OH:30].C(N(CC)CC)C. (3) The reactants are [C:1]([C:3]1[CH:17]=[CH:16][C:6]([C:7]([NH:9][C:10]2[CH:11]=[N:12][CH:13]=[CH:14][CH:15]=2)=[O:8])=[C:5]([CH3:18])[CH:4]=1)#[N:2].[CH]Cl. The catalyst is CCO.[Pd]. The product is [NH2:2][CH2:1][C:3]1[CH:17]=[CH:16][C:6]([C:7]([NH:9][C:10]2[CH:11]=[N:12][CH:13]=[CH:14][CH:15]=2)=[O:8])=[C:5]([CH3:18])[CH:4]=1. The yield is 0.810. (4) The reactants are [CH3:1][C:2]1([CH3:12])[C:10]2[C:5](=[CH:6][CH:7]=[CH:8][CH:9]=2)[C:4](=O)[CH2:3]1.[C:13]1([C@H:19]([CH2:21][OH:22])[NH2:20])[CH:18]=[CH:17][CH:16]=[CH:15][CH:14]=1.O.C1(C)C=CC(S(O)(=O)=O)=CC=1.CC(O)=O.[BH4-].[Na+]. The catalyst is C1(C)C=CC=CC=1. The product is [CH3:1][C:2]1([CH3:12])[C:10]2[C:5](=[CH:6][CH:7]=[CH:8][CH:9]=2)[C@@H:4]([NH:20][C@H:19]([C:13]2[CH:18]=[CH:17][CH:16]=[CH:15][CH:14]=2)[CH2:21][OH:22])[CH2:3]1. The yield is 0.740.